The task is: Predict the reaction yield, written as a fraction of the theoretical maximum amount of product (1.0 means a 100% yield; for example, 0.34 means a 34% yield).. This data is from Reaction yield outcomes from USPTO patents with 853,638 reactions. (1) The reactants are [N:1]([CH2:4][C:5]1[CH:14]=[C:13]2[C:8]([CH:9]=[CH:10][CH:11]=[N:12]2)=[CH:7][CH:6]=1)=[N+]=[N-]. The catalyst is [Ni].CO. The product is [N:12]1[C:13]2[C:8](=[CH:7][CH:6]=[C:5]([CH2:4][NH2:1])[CH:14]=2)[CH:9]=[CH:10][CH:11]=1. The yield is 0.940. (2) The reactants are [CH3:1][C:2]1[C:3]([N+:16]([O-:18])=[O:17])=[C:4]([N:9]([CH2:13][CH2:14][CH3:15])C(=O)C)[C:5]([CH3:8])=[CH:6][CH:7]=1.OS(O)(=O)=O. The catalyst is O. The product is [CH3:1][C:2]1[C:3]([N+:16]([O-:18])=[O:17])=[C:4]([NH:9][CH2:13][CH2:14][CH3:15])[C:5]([CH3:8])=[CH:6][CH:7]=1. The yield is 0.340.